Task: Predict the reaction yield, written as a fraction of the theoretical maximum amount of product (1.0 means a 100% yield; for example, 0.34 means a 34% yield).. Dataset: Reaction yield outcomes from USPTO patents with 853,638 reactions The reactants are ClC(OCC(C)C)=O.[Br:9][C:10]1[C:19]2[O:18][CH:17]([CH:20]([CH3:22])[CH3:21])[C:16](=[O:23])[NH:15][C:14]=2[CH:13]=[C:12]([C:24](O)=[O:25])[CH:11]=1.C(N(CC)CC)C.[BH4-].[Na+].Cl. The catalyst is O1CCCC1.O. The product is [Br:9][C:10]1[C:19]2[O:18][CH:17]([CH:20]([CH3:22])[CH3:21])[C:16](=[O:23])[NH:15][C:14]=2[CH:13]=[C:12]([CH2:24][OH:25])[CH:11]=1. The yield is 0.800.